Task: Predict the reactants needed to synthesize the given product.. Dataset: Full USPTO retrosynthesis dataset with 1.9M reactions from patents (1976-2016) (1) Given the product [NH2:15][C:16]1[CH:45]=[CH:44][CH:43]=[CH:42][C:17]=1[O:18][CH2:19][C:20]1[C:29]([C:30]2[CH:35]=[CH:34][C:33]([F:36])=[CH:32][C:31]=2[O:37][CH3:38])=[CH:28][CH:27]=[C:26]2[C:21]=1[C:22]([CH3:41])=[CH:23][C:24]([CH3:40])([CH3:39])[NH:25]2, predict the reactants needed to synthesize it. The reactants are: Cl.O1CCOCC1.C(OC([NH:15][C:16]1[CH:45]=[CH:44][CH:43]=[CH:42][C:17]=1[O:18][CH2:19][C:20]1[C:29]([C:30]2[CH:35]=[CH:34][C:33]([F:36])=[CH:32][C:31]=2[O:37][CH3:38])=[CH:28][CH:27]=[C:26]2[C:21]=1[C:22]([CH3:41])=[CH:23][C:24]([CH3:40])([CH3:39])[NH:25]2)=O)(C)(C)C. (2) Given the product [C:23]([O:28][CH2:2][C:3]([O:5][CH:6]1[CH:10]2[O:11][C:12](=[O:22])[CH:13]3[CH:14]([C:15]([O:17][C:18]([CH3:21])([CH3:20])[CH3:19])=[O:16])[CH:7]1[CH2:8][CH:9]23)=[O:4])(=[O:27])[C:24]([CH3:26])=[CH2:25], predict the reactants needed to synthesize it. The reactants are: Cl[CH2:2][C:3]([O:5][CH:6]1[CH:10]2[O:11][C:12](=[O:22])[CH:13]3[CH:14]([C:15]([O:17][C:18]([CH3:21])([CH3:20])[CH3:19])=[O:16])[CH:7]1[CH2:8][CH:9]23)=[O:4].[C:23]([OH:28])(=[O:27])[C:24]([CH3:26])=[CH2:25].[I-].[Na+].C(N(CC)CC)C. (3) Given the product [C:15]1([C:13]#[C:14][C:2]2[CH:11]=[CH:10][C:9]3[C:8](=[O:12])[CH2:7][CH2:6][CH2:5][C:4]=3[N:3]=2)[CH:20]=[CH:19][CH:18]=[CH:17][CH:16]=1, predict the reactants needed to synthesize it. The reactants are: Cl[C:2]1[CH:11]=[CH:10][C:9]2[C:8](=[O:12])[CH2:7][CH2:6][CH2:5][C:4]=2[N:3]=1.[C:13]([C:15]1[CH:20]=[CH:19][CH:18]=[CH:17][CH:16]=1)#[CH:14]. (4) Given the product [CH:1]1([C:7]2[C:8]3[CH:30]=[CH:29][CH:28]=[CH:27][C:9]=3[N:10]([CH2:19][C:20]([CH:22]3[CH2:26][CH2:25][CH2:24][CH2:23]3)=[O:21])[C:11](=[O:18])[N:12]([CH2:14][C:15]([NH:31][C:32]3[CH:37]=[CH:36][CH:35]=[C:34]([C:38]4[NH:39][O:40][C:41](=[O:43])[N:42]=4)[CH:33]=3)=[O:16])[N:13]=2)[CH2:6][CH2:5][CH2:4][CH2:3][CH2:2]1, predict the reactants needed to synthesize it. The reactants are: [CH:1]1([C:7]2[C:8]3[CH:30]=[CH:29][CH:28]=[CH:27][C:9]=3[N:10]([CH2:19][C:20]([CH:22]3[CH2:26][CH2:25][CH2:24][CH2:23]3)=[O:21])[C:11](=[O:18])[N:12]([CH2:14][C:15](Cl)=[O:16])[N:13]=2)[CH2:6][CH2:5][CH2:4][CH2:3][CH2:2]1.[NH2:31][C:32]1[CH:33]=[C:34]([C:38]2[NH:39][O:40][C:41](=[O:43])[N:42]=2)[CH:35]=[CH:36][CH:37]=1.